Dataset: Catalyst prediction with 721,799 reactions and 888 catalyst types from USPTO. Task: Predict which catalyst facilitates the given reaction. (1) Reactant: CO[N:3]([C:9]1[N:14]([CH3:15])[C:13](=[O:16])[C:12]([C:17]2[CH:26]=[CH:25][C:24]3[C:19](=[CH:20][CH:21]=[CH:22][CH:23]=3)[CH:18]=2)=[C:11]([C:27]2[CH:32]=[CH:31][N:30]=[CH:29][CH:28]=2)[N:10]=1)[CH2:4][C:5](NC)=[O:6].[CH3:33][O:34][C:35]1[CH:36]=[C:37]([CH:41]=[CH:42][CH:43]=1)[CH2:38][Mg]Cl.O.C(OCC)(=O)C. Product: [CH3:33][O:34][C:35]1[CH:36]=[C:37]([CH2:38][C:5](=[O:6])[CH2:4][NH:3][C:9]2[N:14]([CH3:15])[C:13](=[O:16])[C:12]([C:17]3[CH:26]=[CH:25][C:24]4[C:19](=[CH:20][CH:21]=[CH:22][CH:23]=4)[CH:18]=3)=[C:11]([C:27]3[CH:28]=[CH:29][N:30]=[CH:31][CH:32]=3)[N:10]=2)[CH:41]=[CH:42][CH:43]=1. The catalyst class is: 1. (2) Reactant: [C:1]1([C:7]2[CH:8]=[CH:9][C:10]([NH2:13])=[N:11][CH:12]=2)[CH:6]=[CH:5][CH:4]=[CH:3][CH:2]=1.[CH3:14][O:15][C:16]1[CH:17]=[C:18]([S:24](Cl)(=[O:26])=[O:25])[CH:19]=[CH:20][C:21]=1[O:22][CH3:23]. Product: [CH3:14][O:15][C:16]1[CH:17]=[C:18]([S:24]([NH:13][C:10]2[CH:9]=[CH:8][C:7]([C:1]3[CH:2]=[CH:3][CH:4]=[CH:5][CH:6]=3)=[CH:12][N:11]=2)(=[O:25])=[O:26])[CH:19]=[CH:20][C:21]=1[O:22][CH3:23]. The catalyst class is: 17.